This data is from Catalyst prediction with 721,799 reactions and 888 catalyst types from USPTO. The task is: Predict which catalyst facilitates the given reaction. (1) Reactant: [CH:1]([O:14][C:15]([C:17]1([O:20]/[N:21]=[C:22](/[C:26]2[N:27]=[C:28]([NH:31][C:32]([O:34][C:35]([CH3:38])([CH3:37])[CH3:36])=[O:33])[S:29][CH:30]=2)\[C:23](O)=[O:24])[CH2:19][CH2:18]1)=[O:16])([C:8]1[CH:13]=[CH:12][CH:11]=[CH:10][CH:9]=1)[C:2]1[CH:7]=[CH:6][CH:5]=[CH:4][CH:3]=1.CCN(C(C)C)C(C)C.CN(C(ON1N=NC2C=CC=NC1=2)=[N+](C)C)C.F[P-](F)(F)(F)(F)F.[NH2:72][C@H:73]1[C@@H:76]([CH2:77][OH:78])[NH:75][C:74]1=[O:79]. Product: [C:35]([O:34][C:32]([NH:31][C:28]1[S:29][CH:30]=[C:26](/[C:22](=[N:21]/[O:20][C:17]2([C:15]([O:14][CH:1]([C:8]3[CH:13]=[CH:12][CH:11]=[CH:10][CH:9]=3)[C:2]3[CH:3]=[CH:4][CH:5]=[CH:6][CH:7]=3)=[O:16])[CH2:19][CH2:18]2)/[C:23]([NH:72][C@@H:73]2[C:74](=[O:79])[NH:75][C@@H:76]2[CH2:77][OH:78])=[O:24])[N:27]=1)=[O:33])([CH3:38])([CH3:36])[CH3:37]. The catalyst class is: 59. (2) Reactant: [C:1]1([C:26]2[CH:31]=[CH:30][CH:29]=[CH:28][CH:27]=2)[CH:6]=[CH:5][CH:4]=[C:3]([CH2:7][N:8]2[CH:13]([C:14]3[C:19]([O:20][CH3:21])=[CH:18][C:17]([F:22])=[CH:16][C:15]=3[O:23][CH3:24])[CH2:12][CH:11]=[CH:10][C:9]2=[O:25])[CH:2]=1. Product: [C:1]1([C:26]2[CH:31]=[CH:30][CH:29]=[CH:28][CH:27]=2)[CH:6]=[CH:5][CH:4]=[C:3]([CH2:7][N:8]2[CH:13]([C:14]3[C:19]([O:20][CH3:21])=[CH:18][C:17]([F:22])=[CH:16][C:15]=3[O:23][CH3:24])[CH2:12][CH2:11][CH2:10][C:9]2=[O:25])[CH:2]=1. The catalyst class is: 25. (3) Reactant: [F:1][C:2]1[CH:7]=[C:6]([C:8]([F:11])([F:10])[F:9])[CH:5]=[CH:4][C:3]=1[C:12](Cl)=[O:13].N1C=CC=CC=1.[NH2:21][C:22]1[N:27]=[CH:26][N:25]=[C:24]2[N:28]([CH:40]3[CH2:45][CH2:44][C:43](=[O:46])[CH2:42][CH2:41]3)[N:29]=[C:30]([C:31]3[CH:36]=[CH:35][C:34]([NH2:37])=[C:33]([O:38][CH3:39])[CH:32]=3)[C:23]=12. Product: [NH2:21][C:22]1[N:27]=[CH:26][N:25]=[C:24]2[N:28]([CH:40]3[CH2:45][CH2:44][C:43](=[O:46])[CH2:42][CH2:41]3)[N:29]=[C:30]([C:31]3[CH:36]=[CH:35][C:34]([NH:37][C:12](=[O:13])[C:3]4[CH:4]=[CH:5][C:6]([C:8]([F:11])([F:10])[F:9])=[CH:7][C:2]=4[F:1])=[C:33]([O:38][CH3:39])[CH:32]=3)[C:23]=12. The catalyst class is: 4. (4) Reactant: [CH2:1]([C:3]1[N:8]=[C:7]2[NH:9][N:10]=[CH:11][C:6]2=[C:5]([NH2:12])[N:4]=1)[CH3:2].C(=O)([O-])[O-].[K+].[K+].CNC1CCCCC1NC.[F:29][C:30]1[CH:35]=[CH:34][C:33](I)=[CH:32][CH:31]=1. Product: [CH2:1]([C:3]1[N:8]=[C:7]2[N:9]([C:33]3[CH:34]=[CH:35][C:30]([F:29])=[CH:31][CH:32]=3)[N:10]=[CH:11][C:6]2=[C:5]([NH2:12])[N:4]=1)[CH3:2]. The catalyst class is: 590. (5) Reactant: [Br:1][C:2]1[C:3]([CH3:9])=[C:4]([CH:6]=[CH:7][CH:8]=1)[NH2:5].[F:10][C:11]1[CH:19]=[CH:18][CH:17]=[CH:16][C:12]=1[C:13](O)=[O:14].C1C=NC2N(O)N=NC=2C=1.CCN(C(C)C)C(C)C.C(Cl)CCl. Product: [Br:1][C:2]1[C:3]([CH3:9])=[C:4]([NH:5][C:13](=[O:14])[C:12]2[CH:16]=[CH:17][CH:18]=[CH:19][C:11]=2[F:10])[CH:6]=[CH:7][CH:8]=1. The catalyst class is: 25. (6) Reactant: [C:1]([C:5]1[O:9][C:8]([C:10]([OH:12])=O)=[N:7][N:6]=1)([CH3:4])([CH3:3])[CH3:2].[CH3:13][N:14]1[CH:18]=[C:17]([C:19]2[NH:35][C:22]3=[N:23][CH:24]=[CH:25][C:26]([C:27]4[CH:34]=[CH:33][C:30]([CH2:31][NH2:32])=[CH:29][CH:28]=4)=[C:21]3[N:20]=2)[CH:16]=[N:15]1.CN(C=O)C.CCN(C(C)C)C(C)C. Product: [CH3:13][N:14]1[CH:18]=[C:17]([C:19]2[NH:35][C:22]3=[N:23][CH:24]=[CH:25][C:26]([C:27]4[CH:34]=[CH:33][C:30]([CH2:31][NH:32][C:10]([C:8]5[O:9][C:5]([C:1]([CH3:2])([CH3:3])[CH3:4])=[N:6][N:7]=5)=[O:12])=[CH:29][CH:28]=4)=[C:21]3[N:20]=2)[CH:16]=[N:15]1. The catalyst class is: 6. (7) Reactant: O=[C:2]1[O:7][CH:6]=[C:5]([C:8]([O:10]C)=[O:9])[CH:4]=[CH:3]1.[CH3:12][CH:13]1[CH2:18][CH2:17][CH2:16][CH:15]([NH2:19])[CH2:14]1.CO.[Li+].[OH-]. Product: [CH3:12][CH:13]1[CH2:18][CH2:17][CH2:16][CH:15]([N:19]2[C:2](=[O:7])[CH:3]=[CH:4][C:5]([C:8]([OH:10])=[O:9])=[CH:6]2)[CH2:14]1. The catalyst class is: 1. (8) Reactant: [O:1]1[C:5]2[CH:6]=[CH:7][CH:8]=[CH:9][C:4]=2[CH:3]=[C:2]1[C:10]([OH:12])=[O:11].[C:13]([O:17][C:18](=[O:40])[CH:19]([NH:23][S:24]([C:27]1[CH:32]=[CH:31][C:30]([C:33]2[CH:38]=[CH:37][C:36](O)=[CH:35][CH:34]=2)=[CH:29][CH:28]=1)(=[O:26])=[O:25])[CH:20]([CH3:22])[CH3:21])([CH3:16])([CH3:15])[CH3:14]. Product: [C:13]([O:17][C:18]([CH:19]([NH:23][S:24]([C:27]1[CH:28]=[CH:29][C:30]([C:33]2[CH:38]=[CH:37][C:36]([O:11][C:10]([C:2]3[O:1][C:5]4[CH:6]=[CH:7][CH:8]=[CH:9][C:4]=4[CH:3]=3)=[O:12])=[CH:35][CH:34]=2)=[CH:31][CH:32]=1)(=[O:25])=[O:26])[CH:20]([CH3:22])[CH3:21])=[O:40])([CH3:15])([CH3:16])[CH3:14]. The catalyst class is: 112. (9) Reactant: [F:1][C:2]1[CH:3]=[C:4]([CH2:26][N:27]2[CH:31]=[C:30]([C:32]([O:34]CC)=[O:33])[N:29]=[CH:28]2)[CH:5]=[CH:6][C:7]=1[C:8]1[S:9][C:10]2[C:15]([N:16]=1)=[CH:14][CH:13]=[C:12]([C:17]1([C:20]3[CH:25]=[CH:24][CH:23]=[CH:22][CH:21]=3)[CH2:19][CH2:18]1)[N:11]=2.[OH-].[Li+]. Product: [F:1][C:2]1[CH:3]=[C:4]([CH:5]=[CH:6][C:7]=1[C:8]1[S:9][C:10]2[C:15]([N:16]=1)=[CH:14][CH:13]=[C:12]([C:17]1([C:20]3[CH:25]=[CH:24][CH:23]=[CH:22][CH:21]=3)[CH2:19][CH2:18]1)[N:11]=2)[CH2:26][N:27]1[CH:31]=[C:30]([C:32]([OH:34])=[O:33])[N:29]=[CH:28]1. The catalyst class is: 20. (10) Reactant: [F:1][C:2]1[CH:7]=[CH:6][CH:5]=[C:4]([F:8])[C:3]=1[CH:9]([S:13]([C:16]1[CH:21]=[CH:20][C:19]([CH3:22])=[CH:18][CH:17]=1)(=[O:15])=[O:14])[NH:10][CH:11]=O.P(Cl)(Cl)(Cl)=O.N1C(C)=CC=CC=1C. Product: [C:19]1([CH3:22])[CH:18]=[CH:17][C:16]([S:13]([CH:9]([N+:10]#[C-:11])[C:3]2[C:2]([F:1])=[CH:7][CH:6]=[CH:5][C:4]=2[F:8])(=[O:15])=[O:14])=[CH:21][CH:20]=1. The catalyst class is: 1.